From a dataset of Catalyst prediction with 721,799 reactions and 888 catalyst types from USPTO. Predict which catalyst facilitates the given reaction. Product: [Br:5][C:6]1[CH:34]=[C:33]([F:35])[C:9]([CH2:10][N:11]2[C:15]3[CH:16]=[C:17]([OH:20])[CH:18]=[CH:19][C:14]=3[N:13]=[C:12]2[C@H:22]2[CH2:27][CH2:26][CH2:25][CH2:24][C@H:23]2[C:28]([O:30][CH2:31][CH3:32])=[O:29])=[C:8]([F:36])[CH:7]=1. Reactant: B(Br)(Br)Br.[Br:5][C:6]1[CH:34]=[C:33]([F:35])[C:9]([CH2:10][N:11]2[C:15]3[CH:16]=[C:17]([O:20]C)[CH:18]=[CH:19][C:14]=3[N:13]=[C:12]2[C@H:22]2[CH2:27][CH2:26][CH2:25][CH2:24][C@H:23]2[C:28]([O:30][CH2:31][CH3:32])=[O:29])=[C:8]([F:36])[CH:7]=1. The catalyst class is: 2.